Dataset: Full USPTO retrosynthesis dataset with 1.9M reactions from patents (1976-2016). Task: Predict the reactants needed to synthesize the given product. Given the product [CH3:20][N:11]([C:7]1[CH:8]=[CH:9][CH:10]=[C:5]([C:3]#[CH:4])[CH:6]=1)[C:12](=[O:18])[O:13][C:14]([CH3:15])([CH3:17])[CH3:16], predict the reactants needed to synthesize it. The reactants are: [H-].[Na+].[C:3]([C:5]1[CH:6]=[C:7]([NH:11][C:12](=[O:18])[O:13][C:14]([CH3:17])([CH3:16])[CH3:15])[CH:8]=[CH:9][CH:10]=1)#[CH:4].I[CH3:20].O.